This data is from Full USPTO retrosynthesis dataset with 1.9M reactions from patents (1976-2016). The task is: Predict the reactants needed to synthesize the given product. (1) Given the product [ClH:22].[C:1]([C:5]1[CH:10]=[CH:9][C:8]([C:11]2[N:12]([C:30]([N:47]3[CH2:46][CH2:45][N:44]([CH2:43][CH2:42][CH2:41][S:38]([CH3:37])(=[O:39])=[O:40])[CH2:49][CH2:48]3)=[O:31])[C@H:13]([C:23]3[CH:28]=[CH:27][C:26]([Cl:29])=[CH:25][CH:24]=3)[C@H:14]([C:16]3[CH:17]=[CH:18][C:19]([Cl:22])=[CH:20][CH:21]=3)[N:15]=2)=[C:7]([O:33][CH:34]([CH3:36])[CH3:35])[CH:6]=1)([CH3:2])([CH3:4])[CH3:3], predict the reactants needed to synthesize it. The reactants are: [C:1]([C:5]1[CH:10]=[CH:9][C:8]([C:11]2[N:12]([C:30](Cl)=[O:31])[C@H:13]([C:23]3[CH:28]=[CH:27][C:26]([Cl:29])=[CH:25][CH:24]=3)[C@H:14]([C:16]3[CH:21]=[CH:20][C:19]([Cl:22])=[CH:18][CH:17]=3)[N:15]=2)=[C:7]([O:33][CH:34]([CH3:36])[CH3:35])[CH:6]=1)([CH3:4])([CH3:3])[CH3:2].[CH3:37][S:38]([CH2:41][CH2:42][CH2:43][N:44]1[CH2:49][CH2:48][NH:47][CH2:46][CH2:45]1)(=[O:40])=[O:39]. (2) Given the product [NH2:58][C:55]1[N:56]=[CH:57][C:52]([C:50]2[N:49]=[C:48]3[C:44]([N:45]=[C:46]([N:64]4[CH2:69][CH2:68][N:67]([C:1](=[O:6])[C@@H:2]([OH:3])[CH3:4])[CH2:66][CH2:65]4)[N:47]3[CH2:59][C:60]([F:61])([F:63])[F:62])=[C:43]([N:37]3[CH2:38][CH2:39][O:40][CH2:41][CH2:42]3)[N:51]=2)=[CH:53][N:54]=1, predict the reactants needed to synthesize it. The reactants are: [C:1]([OH:6])(=O)[C@H:2]([CH3:4])[OH:3].O.OC1C2N=NNC=2C=CC=1.Cl.C(N=C=NCCCN(C)C)C.FC(F)(F)C(O)=O.[N:37]1([C:43]2[N:51]=[C:50]([C:52]3[CH:53]=[N:54][C:55]([NH2:58])=[N:56][CH:57]=3)[N:49]=[C:48]3[C:44]=2[N:45]=[C:46]([N:64]2[CH2:69][CH2:68][NH:67][CH2:66][CH2:65]2)[N:47]3[CH2:59][C:60]([F:63])([F:62])[F:61])[CH2:42][CH2:41][O:40][CH2:39][CH2:38]1.